Predict the reactants needed to synthesize the given product. From a dataset of Full USPTO retrosynthesis dataset with 1.9M reactions from patents (1976-2016). The reactants are: [Li]CCCC.CCCCCC.CC1(C)CCCC(C)(C)N1.[Br:22][C:23]1[CH:28]=[C:27]([Cl:29])[CH:26]=[CH:25][C:24]=1[F:30].CN([CH:34]=[O:35])C. Given the product [Br:22][C:23]1[C:24]([F:30])=[C:25]([CH:26]=[C:27]([Cl:29])[CH:28]=1)[CH:34]=[O:35], predict the reactants needed to synthesize it.